From a dataset of Peptide-MHC class I binding affinity with 185,985 pairs from IEDB/IMGT. Regression. Given a peptide amino acid sequence and an MHC pseudo amino acid sequence, predict their binding affinity value. This is MHC class I binding data. (1) The peptide sequence is VQYRILPMII. The MHC is HLA-A30:02 with pseudo-sequence HLA-A30:02. The binding affinity (normalized) is 0.171. (2) The peptide sequence is YFENSDLNL. The MHC is HLA-A02:06 with pseudo-sequence HLA-A02:06. The binding affinity (normalized) is 0.373. (3) The peptide sequence is EIKDRILSY. The MHC is HLA-B57:01 with pseudo-sequence HLA-B57:01. The binding affinity (normalized) is 0.0847. (4) The peptide sequence is RSFPEWDYI. The MHC is HLA-B27:03 with pseudo-sequence HLA-B27:03. The binding affinity (normalized) is 0.0847.